Predict the product of the given reaction. From a dataset of Forward reaction prediction with 1.9M reactions from USPTO patents (1976-2016). (1) Given the reactants [CH3:1][O:2][C:3]1[CH:4]=[C:5]([CH:32]=[CH:33][CH:34]=1)[C:6]([NH:8][C:9]1[CH:25]=[CH:24][C:12]([O:13][CH2:14][CH2:15][NH:16][C:17](=[O:23])[O:18][C:19](Cl)(Cl)Cl)=[C:11]([C:26]2[N:30]([CH3:31])[N:29]=[CH:28][CH:27]=2)[CH:10]=1)=[O:7].[CH3:35][N:36]([CH3:40])[CH2:37]CO.[O-2].[Mg+2], predict the reaction product. The product is: [CH3:35][N:36]([CH3:40])[CH2:37][CH2:19][O:18][C:17](=[O:23])[NH:16][CH2:15][CH2:14][O:13][C:12]1[CH:24]=[CH:25][C:9]([NH:8][C:6](=[O:7])[C:5]2[CH:32]=[CH:33][CH:34]=[C:3]([O:2][CH3:1])[CH:4]=2)=[CH:10][C:11]=1[C:26]1[N:30]([CH3:31])[N:29]=[CH:28][CH:27]=1. (2) The product is: [Cl:1][C:2]1[CH:3]=[C:4]([OH:30])[CH:5]=[C:6]([Cl:29])[C:7]=1[C:8]1[N:9]=[C:10]2[CH:15]=[CH:14][CH:13]=[C:12]([O:32][CH3:31])[N:11]2[C:17]=1[NH:18][C:19]1[CH:28]=[CH:27][C:22]2[O:23][CH2:24][CH2:25][O:26][C:21]=2[CH:20]=1. Given the reactants [Cl:1][C:2]1[CH:3]=[C:4]([OH:30])[CH:5]=[C:6]([Cl:29])[C:7]=1[C:8]1[N:9]=[C:10]2[CH:15]=[CH:14][CH:13]=[C:12](F)[N:11]2[C:17]=1[NH:18][C:19]1[CH:28]=[CH:27][C:22]2[O:23][CH2:24][CH2:25][O:26][C:21]=2[CH:20]=1.[CH3:31][OH:32], predict the reaction product. (3) Given the reactants [Cl:1][C:2]1[S:3][C:4]([C:14]([O:16][CH3:17])=[O:15])=[C:5]([C:7](=[O:13])/[CH:8]=[CH:9]/[N:10](C)C)[N:6]=1.Cl.NO, predict the reaction product. The product is: [Cl:1][C:2]1[S:3][C:4]([C:14]([O:16][CH3:17])=[O:15])=[C:5]([C:7]2[O:13][N:10]=[CH:9][CH:8]=2)[N:6]=1. (4) Given the reactants [CH3:1][O:2][C:3]1[CH:8]=[CH:7][CH:6]=[CH:5][C:4]=1[CH2:9][C:10](=[O:12])[CH3:11].COC(OC)N(C)C.B(Br)(Br)Br.C(=O)(O)[O-].[Na+], predict the reaction product. The product is: [C:10]([C:9]1[C:4]2[CH:5]=[CH:6][CH:7]=[CH:8][C:3]=2[O:2][CH:1]=1)(=[O:12])[CH3:11]. (5) The product is: [CH3:1][O:2][C:3](=[O:17])[C:4]1[CH:5]=[C:6]([NH:30][CH2:27][C:28]#[CH:29])[N:7]=[C:8]([S:10]([CH:13]([CH3:15])[CH3:14])(=[O:12])=[O:11])[CH:9]=1. Given the reactants [CH3:1][O:2][C:3](=[O:17])[C:4]1[CH:9]=[C:8]([S:10]([CH:13]([CH3:15])[CH3:14])(=[O:12])=[O:11])[N:7]=[C:6](Cl)[CH:5]=1.C(N(CC)C(C)C)(C)C.[CH2:27]([NH2:30])[C:28]#[CH:29], predict the reaction product. (6) The product is: [Br:1][C:2]1[CH:7]=[C:6]([O:8][C:9]2[CH:14]=[CH:13][CH:12]=[C:11]([O:15][CH3:16])[CH:10]=2)[CH:5]=[CH:4][C:3]=1[NH2:17]. Given the reactants [Br:1][C:2]1[CH:7]=[C:6]([O:8][C:9]2[CH:14]=[CH:13][CH:12]=[C:11]([O:15][CH3:16])[CH:10]=2)[CH:5]=[CH:4][C:3]=1[N+:17]([O-])=O.O1CCCC1.CO.[Cl-].[NH4+], predict the reaction product. (7) Given the reactants [Br:1][C:2]1[CH:3]=[C:4]2[C:9](=[CH:10][CH:11]=1)[NH:8][C:7](=O)[CH2:6][CH2:5]2.[Cl:13]C1C(=O)C(C#N)=C(C#N)C(=O)C=1Cl, predict the reaction product. The product is: [Br:1][C:2]1[CH:3]=[C:4]2[C:9](=[CH:10][CH:11]=1)[N:8]=[C:7]([Cl:13])[CH:6]=[CH:5]2. (8) Given the reactants Cl[C:2]1[C:3]2[N:4]([C:15](=[O:29])[N:16]([CH2:18][C:19]3[CH:20]=[N:21][C:22]([C:25]([F:28])([F:27])[F:26])=[CH:23][CH:24]=3)[N:17]=2)[CH:5]=[CH:6][C:7]=1[C:8]1[CH:13]=[CH:12][C:11]([CH3:14])=[CH:10][CH:9]=1.C1COCC1.[Cl:35][C:36]1[CH:41]=[CH:40][C:39](B(O)O)=[CH:38][CH:37]=1.C([O-])([O-])=O.[K+].[K+], predict the reaction product. The product is: [Cl:35][C:36]1[CH:41]=[CH:40][C:39]([C:2]2[C:3]3[N:4]([C:15](=[O:29])[N:16]([CH2:18][C:19]4[CH:20]=[N:21][C:22]([C:25]([F:27])([F:28])[F:26])=[CH:23][CH:24]=4)[N:17]=3)[CH:5]=[CH:6][C:7]=2[C:8]2[CH:9]=[CH:10][C:11]([CH3:14])=[CH:12][CH:13]=2)=[CH:38][CH:37]=1. (9) Given the reactants Br.[NH2:2][C@H:3]1[CH2:12][C:11]2[CH:10]=[C:9]([OH:13])[CH:8]=[CH:7][C:6]=2[CH2:5][CH2:4]1.F[C:15]1[CH:24]=[CH:23][N:22]=[C:21]2[C:16]=1[CH2:17][CH2:18][C:19](=[O:25])[NH:20]2.C(=O)([O-])[O-].[Cs+].[Cs+].Cl.[Na+].[Cl-], predict the reaction product. The product is: [NH2:2][C@H:3]1[CH2:12][C:11]2[CH:10]=[C:9]([O:13][C:15]3[CH:24]=[CH:23][N:22]=[C:21]4[C:16]=3[CH2:17][CH2:18][C:19](=[O:25])[NH:20]4)[CH:8]=[CH:7][C:6]=2[CH2:5][CH2:4]1.